Dataset: Peptide-MHC class I binding affinity with 185,985 pairs from IEDB/IMGT. Task: Regression. Given a peptide amino acid sequence and an MHC pseudo amino acid sequence, predict their binding affinity value. This is MHC class I binding data. (1) The peptide sequence is DWSGYSGSF. The MHC is HLA-B07:02 with pseudo-sequence HLA-B07:02. The binding affinity (normalized) is 0.0847. (2) The MHC is HLA-A30:01 with pseudo-sequence HLA-A30:01. The binding affinity (normalized) is 0.0766. The peptide sequence is FPYSTFPII.